The task is: Regression/Classification. Given a drug SMILES string, predict its absorption, distribution, metabolism, or excretion properties. Task type varies by dataset: regression for continuous measurements (e.g., permeability, clearance, half-life) or binary classification for categorical outcomes (e.g., BBB penetration, CYP inhibition). Dataset: pampa_ncats.. This data is from PAMPA (Parallel Artificial Membrane Permeability Assay) permeability data from NCATS. The drug is CN(C1=CC=CC=C1)C(=O)COC(=O)C2=CSC(=N2)NCC3=CC=CC=C3. The result is 1 (high permeability).